From a dataset of Catalyst prediction with 721,799 reactions and 888 catalyst types from USPTO. Predict which catalyst facilitates the given reaction. (1) Reactant: Cl[C:2]1[CH:7]=[C:6]([Cl:8])[N:5]=[CH:4][N:3]=1.CC[N:11]([CH:15]([CH3:17])[CH3:16])C(C)C.[N:18]1C=CC=C[C:19]=1[CH2:24]N.[OH2:26]. Product: [Cl:8][C:6]1[N:5]=[CH:4][N:3]=[C:2]([NH:18][CH2:19][C:24]2[O:26][N:11]=[C:15]([CH3:16])[CH:17]=2)[CH:7]=1. The catalyst class is: 41. (2) Reactant: [O:1]=[C:2]([N:26]1[CH2:31][CH2:30][N:29]([C:32](=[O:43])[C:33]2[CH:38]=[CH:37][CH:36]=[CH:35][C:34]=2[C:39]([F:42])([F:41])[F:40])[CH2:28][CH2:27]1)[CH2:3][NH:4][C:5]([C:7]1[CH:11]=[C:10]([C:12]2[CH:17]=[CH:16][CH:15]=[C:14]([O:18]CC3C=CC=CC=3)[CH:13]=2)[NH:9][N:8]=1)=[O:6]. Product: [O:1]=[C:2]([N:26]1[CH2:27][CH2:28][N:29]([C:32](=[O:43])[C:33]2[CH:38]=[CH:37][CH:36]=[CH:35][C:34]=2[C:39]([F:40])([F:42])[F:41])[CH2:30][CH2:31]1)[CH2:3][NH:4][C:5]([C:7]1[CH:11]=[C:10]([C:12]2[CH:17]=[CH:16][CH:15]=[C:14]([OH:18])[CH:13]=2)[NH:9][N:8]=1)=[O:6]. The catalyst class is: 687. (3) Reactant: [C:1]([O:8][CH:9]1[CH:14]([CH:15]([CH3:17])[CH3:16])[CH2:13][CH2:12][CH:11]([CH3:18])[CH2:10]1)(=[O:7])[CH2:2][CH2:3][C:4]([O-:6])=[O:5].C(=O)([O-])[O-].[Na+:23].[Na+]. Product: [C:1]([O:8][CH:9]1[CH:14]([CH:15]([CH3:17])[CH3:16])[CH2:13][CH2:12][CH:11]([CH3:18])[CH2:10]1)(=[O:7])[CH2:2][CH2:3][C:4]([O-:6])=[O:5].[Na+:23]. The catalyst class is: 8. (4) Reactant: [C:1]([O:5][C:6](=[O:31])[CH2:7][O:8][C:9]1[C:14]2[CH2:15][CH2:16][CH2:17][CH2:18][CH:19]([NH:20][S:21]([C:24]3[CH:29]=[CH:28][CH:27]=[C:26](Br)[CH:25]=3)(=[O:23])=[O:22])[C:13]=2[CH:12]=[CH:11][CH:10]=1)([CH3:4])([CH3:3])[CH3:2].[CH:32]([C:35]1[CH:36]=[C:37](B(O)O)[CH:38]=[CH:39][CH:40]=1)([CH3:34])[CH3:33].C([O-])([O-])=O.[K+].[K+]. The catalyst class is: 77. Product: [C:1]([O:5][C:6](=[O:31])[CH2:7][O:8][C:9]1[C:14]2[CH2:15][CH2:16][CH2:17][CH2:18][CH:19]([NH:20][S:21]([C:24]3[CH:25]=[C:26]([C:39]4[CH:38]=[CH:37][CH:36]=[C:35]([CH:32]([CH3:34])[CH3:33])[CH:40]=4)[CH:27]=[CH:28][CH:29]=3)(=[O:23])=[O:22])[C:13]=2[CH:12]=[CH:11][CH:10]=1)([CH3:4])([CH3:3])[CH3:2].